Dataset: Reaction yield outcomes from USPTO patents with 853,638 reactions. Task: Predict the reaction yield, written as a fraction of the theoretical maximum amount of product (1.0 means a 100% yield; for example, 0.34 means a 34% yield). (1) The reactants are [C:1]([O:12][CH2:13][CH3:14])(=[O:11])[C:2]1[CH:10]=[CH:9][C:7]([OH:8])=[C:4]([O:5][CH3:6])[CH:3]=1.[C:15]([O-])([O-])=[O:16].[K+].[K+].C[C:22]([CH3:24])=[O:23]. No catalyst specified. The product is [CH2:13]([O:12][C:1](=[O:11])[C:2]1[CH:10]=[CH:9][C:7]([O:8][CH2:24][C:22]([O:16][CH3:15])=[O:23])=[C:4]([O:5][CH3:6])[CH:3]=1)[CH3:14]. The yield is 0.700. (2) The reactants are [N+:1]([C:4]1[CH:9]=[CH:8][C:7]([N:10]2[CH2:13][CH2:12][CH2:11]2)=[CH:6][CH:5]=1)([O-])=O. The catalyst is CCO.[Pd]. The product is [N:10]1([C:7]2[CH:6]=[CH:5][C:4]([NH2:1])=[CH:9][CH:8]=2)[CH2:11][CH2:12][CH2:13]1. The yield is 0.990. (3) The reactants are [F:1][C:2]1[C:10]([NH:11][CH3:12])=[CH:9][CH:8]=[CH:7]C=1C(O)=O.[C:13](Cl)(=[O:20])[C:14]1[CH:19]=[CH:18][CH:17]=[CH:16][CH:15]=1.N1C=CC=CC=1.[C:28]([O:31][CH2:32]C)(=[O:30])[CH3:29]. The catalyst is O1CCCC1. The product is [F:1][C:2]1[C:10]([N:11]([CH3:12])[C:13](=[O:20])[C:14]2[CH:19]=[CH:18][CH:17]=[CH:16][CH:15]=2)=[CH:9][CH:8]=[CH:7][C:29]=1[C:28]([O:31][CH3:32])=[O:30]. The yield is 0.640. (4) The reactants are [S:1]1[CH:5]=[CH:4][CH:3]=[C:2]1[CH2:6][CH2:7][NH2:8].[Cl:9][C:10]1[CH:11]=[C:12]([CH:16]=[C:17]([Cl:19])[CH:18]=1)[C:13](Cl)=[O:14].C(N(CC)CC)C. The catalyst is C1COCC1. The product is [Cl:9][C:10]1[CH:11]=[C:12]([CH:16]=[C:17]([Cl:19])[CH:18]=1)[C:13]([NH:8][CH2:7][CH2:6][C:2]1[S:1][CH:5]=[CH:4][CH:3]=1)=[O:14]. The yield is 0.920. (5) The reactants are [CH3:1][C:2]1[CH:3]=[C:4]2[C:8](=[CH:9][CH:10]=1)[NH:7][C:6](=[O:11])[C:5]2=O.O.NN.Cl. The catalyst is C(OCC)(=O)C.CCCCCC. The product is [CH3:1][C:2]1[CH:3]=[C:4]2[C:8](=[CH:9][CH:10]=1)[NH:7][C:6](=[O:11])[CH2:5]2. The yield is 0.470. (6) The reactants are O1C=CC=C1[C:6]1[C:14]2[C:13]([S:15][CH3:16])=[N:12][CH:11]=[N:10][C:9]=2[N:8]([C@@H:17]2[O:23][C@H:22]([CH2:24][OH:25])[C@@H:20]([OH:21])[C@H:18]2[OH:19])[CH:7]=1.IC1C2C(SC)=NC=NC=2N([C@@H:38]2[O:44][C@H:43](CO)[C@@H:41](O)[C@H:39]2O)C=1.O1C=CC(B(O)O)=C1. No catalyst specified. The product is [O:44]1[CH:38]=[CH:39][C:41]([C:6]2[C:14]3[C:13]([S:15][CH3:16])=[N:12][CH:11]=[N:10][C:9]=3[N:8]([C@@H:17]3[O:23][C@H:22]([CH2:24][OH:25])[C@@H:20]([OH:21])[C@H:18]3[OH:19])[CH:7]=2)=[CH:43]1. The yield is 0.900. (7) The reactants are [C:1]([O:5][C:6]([N:8]1[CH2:13][CH2:12][CH2:11][C@@H:10]([C:14](=[O:29])[C:15]2[CH:20]=[CH:19][CH:18]=[CH:17][C:16]=2[O:21][C:22]2[CH:27]=[CH:26][CH:25]=[C:24]([F:28])[CH:23]=2)[CH2:9]1)=[O:7])([CH3:4])([CH3:3])[CH3:2].[CH3:30][O:31][CH2:32][CH2:33][CH2:34][CH2:35][Mg]Cl. The catalyst is C1COCC1. The product is [F:28][C:24]1[CH:23]=[C:22]([CH:27]=[CH:26][CH:25]=1)[O:21][C:16]1[CH:17]=[CH:18][CH:19]=[CH:20][C:15]=1[C@:14]([C@@H:10]1[CH2:11][CH2:12][CH2:13][N:8]([C:6]([O:5][C:1]([CH3:4])([CH3:2])[CH3:3])=[O:7])[CH2:9]1)([OH:29])[CH2:35][CH2:34][CH2:33][CH2:32][O:31][CH3:30]. The yield is 0.430.